From a dataset of hERG potassium channel inhibition data for cardiac toxicity prediction from Karim et al.. Regression/Classification. Given a drug SMILES string, predict its toxicity properties. Task type varies by dataset: regression for continuous values (e.g., LD50, hERG inhibition percentage) or binary classification for toxic/non-toxic outcomes (e.g., AMES mutagenicity, cardiotoxicity, hepatotoxicity). Dataset: herg_karim. (1) The molecule is Cc1cccc(-n2nc(C)c(-c3ccc(OC4CCN(C5CCC5)CC4)cc3)cc2=O)n1. The result is 0 (non-blocker). (2) The drug is CCOC(=O)c1c(-c2ccc(N(C)C)cc2)csc1N. The result is 0 (non-blocker). (3) The compound is CCCNS(=O)(=O)c1cc(C(=O)N2CCC(CCN3[C@@H]4CC[C@@H]3CC(n3c(C)nc5ccccc53)C4)(c3cccc(F)c3)CC2)c(Cl)cc1F. The result is 1 (blocker). (4) The compound is NC1(C(=O)NC(CCS(N)(=O)=O)c2ccc(Cl)cc2)CCCN(c2ncnc3[nH]ccc23)C1. The result is 0 (non-blocker). (5) The compound is CC(=O)NC(CS)C(=O)O. The result is 0 (non-blocker). (6) The drug is CCNC(=O)c1ccc(-c2ccc3c(c2)CCN(CCN2CCCC2)C3=O)cc1. The result is 0 (non-blocker). (7) The molecule is CCCN(CCC)CCc1cccc2c1CC(=O)N2. The result is 1 (blocker). (8) The molecule is O=C1CCc2c(Oc3ccc4c(c3)C[C@H](NC(=O)c3cc(-c5cnc[nH]5)cc(C(F)(F)F)c3)CC4)ccnc2N1. The result is 0 (non-blocker). (9) The molecule is O=C1c2cccc3c2[C@@H](CCC3)CN1[C@@H]1CN2CCC1CC2. The result is 0 (non-blocker).